Dataset: Full USPTO retrosynthesis dataset with 1.9M reactions from patents (1976-2016). Task: Predict the reactants needed to synthesize the given product. (1) Given the product [NH2:7][CH2:8]/[CH:9]=[CH:10]/[C:11]1[C:20]2[C:15](=[CH:16][C:17]3[CH:24]=[CH:23][CH:22]=[CH:21][C:18]=3[CH:19]=2)[C:14]2=[N:25][NH:26][C:27](=[O:28])[N:13]2[CH:12]=1.[C:30]([OH:36])([C:32]([F:35])([F:34])[F:33])=[O:31], predict the reactants needed to synthesize it. The reactants are: C(OC(=O)[NH:7][CH2:8]/[CH:9]=[CH:10]/[C:11]1[C:20]2[C:15](=[CH:16][C:17]3[CH:24]=[CH:23][CH:22]=[CH:21][C:18]=3[CH:19]=2)[C:14]2=[N:25][NH:26][C:27](=[O:28])[N:13]2[CH:12]=1)(C)(C)C.[C:30]([OH:36])([C:32]([F:35])([F:34])[F:33])=[O:31]. (2) Given the product [Cl:1][C:2]1[CH:3]=[CH:4][C:5]([C:28]([F:31])([F:30])[F:29])=[C:6]([CH:27]=1)[CH2:7][N:8]1[CH2:13][CH2:12][NH:11][C:10]2[N:14]=[CH:15][C:16]([C:18]3[CH:19]=[C:20]([CH:24]=[CH:25][CH:26]=3)[C:21]([NH:44][CH2:43][C:41]3[N:42]=[C:38]([C:32]4[CH:33]=[CH:34][CH:35]=[CH:36][CH:37]=4)[S:39][CH:40]=3)=[O:23])=[CH:17][C:9]1=2, predict the reactants needed to synthesize it. The reactants are: [Cl:1][C:2]1[CH:3]=[CH:4][C:5]([C:28]([F:31])([F:30])[F:29])=[C:6]([CH:27]=1)[CH2:7][N:8]1[CH2:13][CH2:12][NH:11][C:10]2[N:14]=[CH:15][C:16]([C:18]3[CH:19]=[C:20]([CH:24]=[CH:25][CH:26]=3)[C:21]([OH:23])=O)=[CH:17][C:9]1=2.[C:32]1([C:38]2[S:39][CH:40]=[C:41]([CH2:43][NH2:44])[N:42]=2)[CH:37]=[CH:36][CH:35]=[CH:34][CH:33]=1. (3) Given the product [CH:14]1([C:11]2[CH:12]=[CH:13][C:8]([C:5]3[CH:4]=[N:3][C:2]([NH2:1])=[N:7][CH:6]=3)=[C:9]([F:21])[C:10]=2[O:20][C:23]2[N:28]=[CH:27][CH:26]=[CH:25][N:24]=2)[CH2:19][CH2:18][CH2:17][CH2:16][CH2:15]1, predict the reactants needed to synthesize it. The reactants are: [NH2:1][C:2]1[N:7]=[CH:6][C:5]([C:8]2[C:9]([F:21])=[C:10]([OH:20])[C:11]([CH:14]3[CH2:19][CH2:18][CH2:17][CH2:16][CH2:15]3)=[CH:12][CH:13]=2)=[CH:4][N:3]=1.Cl[C:23]1[N:28]=[CH:27][CH:26]=[CH:25][N:24]=1.C([O-])([O-])=O.[K+].[K+].C1OCCOCCOCCOCCOCCOC1. (4) The reactants are: Cl[CH2:2][Si:3]1([CH3:8])[CH2:7][CH2:6][CH2:5][CH2:4]1.[C:9]([CH2:11][C:12]([O:14][CH2:15][CH3:16])=[O:13])#[N:10].[I-].[K+].[C:19](=O)([O-])[O-].[K+].[K+].[Cl-].[NH4+]. Given the product [CH3:8][Si:3]1([CH2:2][CH2:19][CH:11]([C:9]#[N:10])[C:12]([O:14][CH2:15][CH3:16])=[O:13])[CH2:7][CH2:6][CH2:5][CH2:4]1, predict the reactants needed to synthesize it.